Dataset: Forward reaction prediction with 1.9M reactions from USPTO patents (1976-2016). Task: Predict the product of the given reaction. (1) Given the reactants [F:1][C:2]1[N:7]=[C:6]([C:8]2[C:9]([O:16]C)=[N:10][C:11]([O:14]C)=[N:12][CH:13]=2)[CH:5]=[CH:4][CH:3]=1.[ClH:18], predict the reaction product. The product is: [ClH:18].[F:1][C:2]1[N:7]=[C:6]([C:8]2[C:9](=[O:16])[NH:10][C:11](=[O:14])[NH:12][CH:13]=2)[CH:5]=[CH:4][CH:3]=1. (2) Given the reactants [H-].[Na+].[F:3][C:4]1[CH:9]=[CH:8][C:7]([C:10]2[N:14]([CH2:15][C:16](=[O:18])[CH3:17])[N:13]=[C:12]([CH3:19])[CH:11]=2)=[CH:6][CH:5]=1.[NH4+].[Cl-].[CH3:22]S(C)=O, predict the reaction product. The product is: [F:3][C:4]1[CH:5]=[CH:6][C:7]([C:10]2[N:14]([CH2:15][C:16]3([CH3:22])[CH2:17][O:18]3)[N:13]=[C:12]([CH3:19])[CH:11]=2)=[CH:8][CH:9]=1. (3) Given the reactants [CH3:1][O:2][CH2:3][CH2:4][O:5][C:6]1[CH:7]=[C:8]2[C:13](=[CH:14][C:15]=1[O:16][CH2:17][CH2:18][O:19][CH3:20])[N:12]=[CH:11][NH:10][C:9]2=O.CN(C)C=O.C(Cl)(=O)C([Cl:30])=O.O, predict the reaction product. The product is: [Cl:30][C:9]1[C:8]2[C:13](=[CH:14][C:15]([O:16][CH2:17][CH2:18][O:19][CH3:20])=[C:6]([O:5][CH2:4][CH2:3][O:2][CH3:1])[CH:7]=2)[N:12]=[CH:11][N:10]=1. (4) Given the reactants C(O[C:6]([N:8]1[CH2:12][C:11](=[N:13][O:14][CH3:15])[CH2:10][C@H:9]1[C:16]([OH:18])=O)=[O:7])(C)(C)C.[C:19]1([C:28]2[CH:33]=[CH:32][CH:31]=[CH:30][CH:29]=2)[CH:24]=[CH:23][C:22](C(Cl)=O)=[CH:21][CH:20]=1.O[N:35]=[C:36]([C:38]1[CH:42]=[C:41]([CH3:43])[O:40][N:39]=1)[NH2:37], predict the reaction product. The product is: [CH3:15][O:14][N:13]=[C:11]1[CH2:10][C@@H:9]([C:16]2[O:18][N:37]=[C:36]([C:38]3[CH:42]=[C:41]([CH3:43])[O:40][N:39]=3)[N:35]=2)[N:8]([C:6]([C:31]2[CH:30]=[CH:29][C:28]([C:19]3[CH:20]=[CH:21][CH:22]=[CH:23][CH:24]=3)=[CH:33][CH:32]=2)=[O:7])[CH2:12]1. (5) Given the reactants C[O:2][C:3](=[O:20])[CH2:4][C:5]1[C:6](=[O:19])[N:7]([CH2:17][CH3:18])[C:8]2[C:13]([CH:14]=1)=[CH:12][CH:11]=[C:10]([O:15]C)[CH:9]=2, predict the reaction product. The product is: [CH2:17]([N:7]1[C:8]2[C:13](=[CH:12][CH:11]=[C:10]([OH:15])[CH:9]=2)[CH:14]=[C:5]([CH2:4][C:3]([OH:20])=[O:2])[C:6]1=[O:19])[CH3:18]. (6) Given the reactants [CH3:1][N:2]1[C:10]2[C:5](=[CH:6][C:7]([NH2:11])=[CH:8][CH:9]=2)[CH:4]=[CH:3]1.C(N(CC)C(C)C)(C)C.Br[CH2:22][C:23]1[CH:33]=[CH:32][C:31]([O:34][CH3:35])=[CH:30][C:24]=1[C:25](OCC)=[O:26].O[Li].O, predict the reaction product. The product is: [CH3:35][O:34][C:31]1[CH:30]=[C:24]2[C:23]([CH2:22][N:11]([C:7]3[CH:6]=[C:5]4[C:10](=[CH:9][CH:8]=3)[N:2]([CH3:1])[CH:3]=[CH:4]4)[C:25]2=[O:26])=[CH:33][CH:32]=1. (7) Given the reactants [F:1][C:2]1[CH:10]=[CH:9][CH:8]=[C:7]([CH3:11])[C:3]=1[C:4]([OH:6])=[O:5].C1C(=O)N([Br:19])C(=O)C1, predict the reaction product. The product is: [Br:19][C:8]1[C:7]([CH3:11])=[C:3]([C:2]([F:1])=[CH:10][CH:9]=1)[C:4]([OH:6])=[O:5]. (8) Given the reactants [C:1]1([C:7]2[S:11][CH:10]=[N:9][C:8]=2[C:12](OCC)=[O:13])[CH:6]=[CH:5][CH:4]=[CH:3][CH:2]=1.[H-].[Al+3].[Li+].[H-].[H-].[H-], predict the reaction product. The product is: [C:1]1([C:7]2[S:11][CH:10]=[N:9][C:8]=2[CH2:12][OH:13])[CH:2]=[CH:3][CH:4]=[CH:5][CH:6]=1.